This data is from Forward reaction prediction with 1.9M reactions from USPTO patents (1976-2016). The task is: Predict the product of the given reaction. (1) Given the reactants [Mg].Br[C:3]1[CH:8]=[CH:7][CH:6]=[CH:5][C:4]=1[C:9]1[CH:14]=[CH:13][CH:12]=[CH:11][CH:10]=1.[C:15]([C:20]1[CH:32]=[CH:31][C:30]2[C:29]3[C:24](=[CH:25][C:26]([C:33]([O:35][CH2:36][CH3:37])=[O:34])=[CH:27][CH:28]=3)[C:23](=[O:38])[C:22]=2[CH:21]=1)([O:17][CH2:18][CH3:19])=[O:16], predict the reaction product. The product is: [C:4]1([C:9]2[CH:14]=[CH:13][CH:12]=[CH:11][CH:10]=2)[CH:5]=[CH:6][CH:7]=[CH:8][C:3]=1[C:23]1([OH:38])[C:24]2[CH:25]=[C:26]([C:33]([O:35][CH2:36][CH3:37])=[O:34])[CH:27]=[CH:28][C:29]=2[C:30]2[C:22]1=[CH:21][C:20]([C:15]([O:17][CH2:18][CH3:19])=[O:16])=[CH:32][CH:31]=2. (2) The product is: [OH:8][C:5]1[CH:6]=[CH:7][C:2]([NH:1][C:16]([CH3:20])([CH3:15])[C:17]#[N:18])=[CH:3][CH:4]=1. Given the reactants [NH2:1][C:2]1[CH:7]=[CH:6][C:5]([OH:8])=[CH:4][CH:3]=1.[O-]S([O-])(=O)=O.[Mg+2].[CH3:15][C:16]([CH3:20])(O)[C:17]#[N:18], predict the reaction product. (3) Given the reactants Cl[C:2]1[CH:11]=[N:10][C:9]2[C:4](=[CH:5][C:6]([F:12])=[CH:7][CH:8]=2)[N:3]=1.C(O[C:18](=[O:29])[NH:19][C@H:20]1[CH2:25][CH2:24][C@H:23]([CH2:26][CH2:27][OH:28])[CH2:22][CH2:21]1)(C)(C)C.[O:30]=[C:31]1[NH:36][C:35]2[CH:37]=[C:38](C(O)=O)[CH:39]=[CH:40][C:34]=2[S:33][CH2:32]1, predict the reaction product. The product is: [F:12][C:6]1[CH:5]=[C:4]2[C:9]([N:10]=[CH:11][C:2]([O:28][CH2:27][CH2:26][C@H:23]3[CH2:22][CH2:21][C@H:20]([NH:19][C:18]([C:38]4[CH:39]=[CH:40][C:34]5[S:33][CH2:32][C:31](=[O:30])[NH:36][C:35]=5[CH:37]=4)=[O:29])[CH2:25][CH2:24]3)=[N:3]2)=[CH:8][CH:7]=1.